This data is from Full USPTO retrosynthesis dataset with 1.9M reactions from patents (1976-2016). The task is: Predict the reactants needed to synthesize the given product. (1) Given the product [CH:22]1([NH:25][C:11](=[O:13])[CH:10]([OH:14])[CH:9]([NH:8][C:6](=[O:7])[O:5][C:1]([CH3:2])([CH3:3])[CH3:4])[CH2:15][C:16]2[CH:21]=[CH:20][CH:19]=[CH:18][CH:17]=2)[CH2:24][CH2:23]1, predict the reactants needed to synthesize it. The reactants are: [C:1]([O:5][C:6]([NH:8][CH:9]([CH2:15][C:16]1[CH:21]=[CH:20][CH:19]=[CH:18][CH:17]=1)[CH:10]([OH:14])[C:11]([OH:13])=O)=[O:7])([CH3:4])([CH3:3])[CH3:2].[CH:22]1([NH2:25])[CH2:24][CH2:23]1.C(Cl)CCl.C1C=CC2N(O)N=NC=2C=1.CCN(CC)CC. (2) Given the product [Cl:1][C:2]1[CH:23]=[C:22]([Cl:24])[CH:21]=[CH:20][C:3]=1[CH2:4][N:5]1[C:13]2[C:8](=[CH:9][CH:10]=[CH:11][CH:12]=2)[C:7]([CH:14]=[N:15][NH:16][C:17]2[S:19][CH:26]=[C:27]([C:29]3[CH:34]=[CH:33][C:32]([O:35][CH3:36])=[C:31]([O:37][CH3:38])[CH:30]=3)[N:18]=2)=[CH:6]1, predict the reactants needed to synthesize it. The reactants are: [Cl:1][C:2]1[CH:23]=[C:22]([Cl:24])[CH:21]=[CH:20][C:3]=1[CH2:4][N:5]1[C:13]2[C:8](=[CH:9][CH:10]=[CH:11][CH:12]=2)[C:7]([CH:14]=[N:15][NH:16][C:17](=[S:19])[NH2:18])=[CH:6]1.Br[CH2:26][C:27]([C:29]1[CH:34]=[CH:33][C:32]([O:35][CH3:36])=[C:31]([O:37][CH3:38])[CH:30]=1)=O. (3) Given the product [NH2:7][C:8]1([CH2:21][OH:22])[CH2:13][CH2:12][N:11]([CH2:14][C:15]2[CH:20]=[CH:19][CH:18]=[CH:17][CH:16]=2)[CH2:10][CH2:9]1, predict the reactants needed to synthesize it. The reactants are: [H-].[H-].[H-].[H-].[Li+].[Al+3].[NH2:7][C:8]1([C:21](OC)=[O:22])[CH2:13][CH2:12][N:11]([CH2:14][C:15]2[CH:20]=[CH:19][CH:18]=[CH:17][CH:16]=2)[CH2:10][CH2:9]1.